The task is: Binary Classification. Given a miRNA mature sequence and a target amino acid sequence, predict their likelihood of interaction.. This data is from Experimentally validated miRNA-target interactions with 360,000+ pairs, plus equal number of negative samples. (1) The miRNA is mmu-miR-1264-3p with sequence CAAAUCUUAUUUGAGCACCUGU. The protein sequence of the target gene is MVSLPPPQSDVTLPGPTRLEGERQGDLMQAPGLPGSPAPQSKHAGFSCSSFVSDGPPERTPSLPPHSPRIASPGPEQVQGHCPAGPGPGPFRLSPSDKYPGFGFEEAAASSPGRFLKGSHAPFHPYKRPFHEDVFPEAETTLALKGHSFKTPGPLEAFEEIPVDVAEAEAFLPGFSAEAWCNGLPYPSQEHGPQVLGSEVKVKPPVLESGAGMFCYQPPLQHMYCSSQPPFHQYSPGGGSYPIPYLGSSHYQYQRMAPQASTDGHQPLFPKPIYSYSILIFMALKNSKTGSLPVSEIYNF.... Result: 0 (no interaction). (2) The miRNA is mmu-miR-362-3p with sequence AACACACCUGUUCAAGGAUUCA. The protein sequence of the target gene is MGQGDESERIVINVGGTRHQTYRSTLRTLPGTRLAWLAEPDAHSHFDYDPRADEFFFDRHPGVFAHILNYYRTGKLHCPADVCGPLYEEELAFWGIDETDVEPCCWMTYRQHRDAEEALDSFGGAPLDNSADDADADGPGDSGDGEDELEMTKRLALSDSPDGRPGGFWRRWQPRIWALFEDPYSSRYARYVAFASLFFILVSITTFCLETHERFNPIVNKTEIENVRNGTQVRYYREAETEAFLTYIEGVCVVWFTFEFLMRVVFCPNKVEFIKNSLNIIDFVAILPFYLEVGLSGLSS.... Result: 1 (interaction). (3) The miRNA is hsa-miR-5089-5p with sequence GUGGGAUUUCUGAGUAGCAUC. The protein sequence of the target gene is MAQPTSGLYSTFGFFICLLFFPASWEAGANTFQELQKTGEPPKFDHLLPLTQGLTHRASSDQKTSRQHPPDLPEATATQKAKNQCNTTRLVKPVHTPLDNAKAADYGNTTVRHEMPPASEKDLSSQGKHLMARNERSADDPRSTTSENGSDGKRLTSAPRRNTSCMPSTRRTSLTTKSGMRASPMGASASLRTTSQKPTTFHVSELIRQSSSPVYATETPRTSYNTLKTLTTSGPEHHTIPFASDKSVQITTEHIKEATSASEITRTQSTFTKYEGKTSPASESSSQAQVLPIKHHTTSA.... Result: 0 (no interaction). (4) The miRNA is hsa-miR-4684-3p with sequence UGUUGCAAGUCGGUGGAGACGU. The protein sequence of the target gene is MNHQQQQQQQQKAGEQQLSEPEDMEMEAGDTDDPPRITQNPVINGNVTLSDGHSNAEEDMEDDTSWRSEATFQFTVERFSRLSESVLSPPCFVRNLPWKIMVMPRFYPDRPHQKSVGFFLQCNAESDSTSWSCHAQAVLKIINYRDDDKSFSRRISHLFFHEENDWGFSNFMAWSEVTDPEKGFIDDDKVTFEVFVQADAPHGVAWDSKKHTGYVGLKNQGATCYMNSLLQTLFFTNQLRKAVYMMPTEGDDSSKSVPLALQRVFYELQHSDKPVGTKKLTKSFGWETLDSFMQHDVQEL.... Result: 0 (no interaction). (5) The miRNA is hsa-miR-222-3p with sequence AGCUACAUCUGGCUACUGGGU. The protein sequence of the target gene is MACTIQKAEALDGAHLMQILWYDEEESLYPAVWLRDNCPCSDCYLDSAKARKLLVEALDVNIGIKGLIFDRKKVYITWPDEHYSEFQADWLKKRCFSKQARAKLQRELFFPECQYWGSELQLPTLDFEDVLRYDEHAYKWLSTLKKVGIVRLTGASDKPGEVSKLGKRMGFLYLTFYGHTWQVQDKIDANNVAYTTGKLSFHTDYPALHHPPGVQLLHCIKQTVTGGDSEIVDGFNVCQKLKKNNPQAFQILSSTFVDFTDIGVDYCDFSVQSKHKIIELDDKGQVVRINFNNATRDTIF.... Result: 0 (no interaction). (6) The miRNA is hsa-miR-6787-3p with sequence UCUCAGCUGCUGCCCUCUCCAG. The protein sequence of the target gene is MADWARAQSPGAVEEILDRENKRMADSLASKVTRLKSLALDIDRDAEDQNRYLDGMDSDFTSMTSLLTGSVKRFSTMARSGQDNRKLLCGMAVGLIVAFFILSYFLSRART. Result: 1 (interaction). (7) The miRNA is hsa-miR-6736-3p with sequence UCAGCUCCUCUCUACCCACAG. The protein sequence of the target gene is MRLPGVPLARPALLLLLPLLAPLLGTGAPAELRVRVRLPDGQVTEESLQADSDADSISLELRKPDGTLVSFTADFKKDVKVFRALILGELEKGQSQFQALCFVTQLQHNEIIPSEAMAKLRQKNPRAVRQAEEVRGLEHLHMDVAVNFSQGALLSPHLHNVCAEAVDAIYTRQEDVRFWLEQGVDSSVFEALPKASEQAELPRCRQVGDHGKPCVCRYGLSLAWYPCMLKYCHSRDRPTPYKCGIRSCQKSYSFDFYVPQRQLCLWDEDPYPG. Result: 1 (interaction). (8) The miRNA is hsa-miR-331-5p with sequence CUAGGUAUGGUCCCAGGGAUCC. The protein sequence of the target gene is MALRSAQGDGPTSGHWDGGAEKADFNAKRKKKVAEIHQALNSDPTDVAALRRMAISEGGLLTDEIRRKVWPKLLNVNANDPPPISGKNLRQMSKDYQQVLLDVRRSLRRFPPGMPEEQREGLQEELIDIILLILERNPQLHYYQGYHDIVVTFLLVVGERLATSLVEKLSTHHLRDFMDPTMDNTKHILNYLMPIIDQVNPELHDFMQSAEVGTIFALSWLITWFGHVLSDFRHVVRLYDFFLACHPLMPIYFAAVIVLYREQEVLDCDCDMASVHHLLSQIPQDLPYETLISRAGDLFV.... Result: 0 (no interaction). (9) The miRNA is rno-miR-135b-5p with sequence UAUGGCUUUUCAUUCCUAUGUGA. The protein sequence of the target gene is MGRAGGGGPGRGPPPLLLFLGAALVLASGAVPAREAGSAVEAEELVKGSPAWEPPANDTREEAGPPAAGEDEASWTAPGGELAGPEEVLQESAAVTGTAWLEADSPGLGGVTAEAGSGDAQALPATLQAPHEVLGQSIMPPAIPEATEASGPPSPTPGDKLSPASELPKESPLEVWLNLGGSTPDPQGPELTYPFQGTLEPQPASDIIDIDYFEGLDGEGRGADLGSFPGSPGTSENHPDTEGETPSWSLLDLYDDFTPFDESDFYPTTSFYDDLDEEEEEEEDDKDAVGGGDLEDENEL.... Result: 0 (no interaction).